The task is: Predict which catalyst facilitates the given reaction.. This data is from Catalyst prediction with 721,799 reactions and 888 catalyst types from USPTO. (1) Reactant: [CH3:1][NH:2][C:3]1[CH:26]=[CH:25][C:6]([O:7][C:8]2[CH:13]=[CH:12][N:11]=[C:10]([NH:14][C:15](=[O:24])[CH2:16][N:17]3[CH2:22][CH2:21][CH:20]([CH3:23])[CH2:19][CH2:18]3)[CH:9]=2)=[CH:5][C:4]=1[N+:27]([O-])=O. Product: [NH2:27][C:4]1[CH:5]=[C:6]([CH:25]=[CH:26][C:3]=1[NH:2][CH3:1])[O:7][C:8]1[CH:13]=[CH:12][N:11]=[C:10]([NH:14][C:15](=[O:24])[CH2:16][N:17]2[CH2:18][CH2:19][CH:20]([CH3:23])[CH2:21][CH2:22]2)[CH:9]=1. The catalyst class is: 45. (2) Reactant: [Cl:1][C:2]1[C:3]([F:31])=[C:4]([CH:8]2[C:12]([C:15]3[CH:20]=[CH:19][C:18]([Cl:21])=[CH:17][C:16]=3[F:22])([C:13]#[N:14])[CH:11]([CH2:23][C:24]([CH3:27])([CH3:26])[CH3:25])[NH:10][CH:9]2[C:28]([OH:30])=O)[CH:5]=[CH:6][CH:7]=1.CN(C(ON1N=NC2C=CC=NC1=2)=[N+](C)C)C.F[P-](F)(F)(F)(F)F.CCN(C(C)C)C(C)C.[NH2:65][C:66]1[CH:67]=[C:68]([CH:71]=[CH:72][CH:73]=1)[CH2:69][OH:70]. Product: [OH:70][CH2:69][C:68]1[CH:67]=[C:66]([NH:65][C:28]([CH:9]2[CH:8]([C:4]3[CH:5]=[CH:6][CH:7]=[C:2]([Cl:1])[C:3]=3[F:31])[C:12]([C:15]3[CH:20]=[CH:19][C:18]([Cl:21])=[CH:17][C:16]=3[F:22])([C:13]#[N:14])[CH:11]([CH2:23][C:24]([CH3:26])([CH3:25])[CH3:27])[NH:10]2)=[O:30])[CH:73]=[CH:72][CH:71]=1. The catalyst class is: 2. (3) Reactant: C([O:3][C:4](=[O:35])[CH2:5][O:6][C:7]1[CH:12]=[CH:11][C:10]([S:13][CH2:14][C:15]2[CH:20]=[C:19]([C:21]#[C:22][C:23]3[CH:28]=[CH:27][CH:26]=[CH:25][CH:24]=3)[CH:18]=[C:17]([O:29][CH2:30][CH:31]([CH3:33])[CH3:32])[CH:16]=2)=[CH:9][C:8]=1[CH3:34])C.[OH-].[Na+].Cl. Product: [CH2:30]([O:29][C:17]1[CH:16]=[C:15]([CH:20]=[C:19]([C:21]#[C:22][C:23]2[CH:24]=[CH:25][CH:26]=[CH:27][CH:28]=2)[CH:18]=1)[CH2:14][S:13][C:10]1[CH:11]=[CH:12][C:7]([O:6][CH2:5][C:4]([OH:35])=[O:3])=[C:8]([CH3:34])[CH:9]=1)[CH:31]([CH3:33])[CH3:32]. The catalyst class is: 8. (4) Reactant: [Br:1][C:2]1[C:3](=[O:23])[CH2:4][CH2:5][C:6]2([CH2:19][CH2:20][CH2:21][CH3:22])[C:14]=1[C:13]1[C:8](=[C:9]([Cl:18])[C:10]([O:16]C)=[C:11]([F:15])[CH:12]=1)[CH2:7]2.B(Br)(Br)Br. Product: [Br:1][C:2]1[C:3](=[O:23])[CH2:4][CH2:5][C:6]2([CH2:19][CH2:20][CH2:21][CH3:22])[C:14]=1[C:13]1[C:8](=[C:9]([Cl:18])[C:10]([OH:16])=[C:11]([F:15])[CH:12]=1)[CH2:7]2. The catalyst class is: 4. (5) Product: [Cl:1][C:2]1[CH:3]=[CH:4][CH:5]=[C:6]2[C:10]=1[N:9]([CH2:11][CH:12]1[CH2:13][CH2:14][O:15][CH2:16][CH2:17]1)[CH:8]=[C:7]2[C:18]1[N:22]=[C:21]([CH2:23][N:24]2[CH2:29][CH2:28][N:27]([CH2:35][C:34](=[O:37])[NH:33][CH3:32])[C@H:26]([CH2:30][OH:31])[CH2:25]2)[O:20][N:19]=1. The catalyst class is: 9. Reactant: [Cl:1][C:2]1[CH:3]=[CH:4][CH:5]=[C:6]2[C:10]=1[N:9]([CH2:11][CH:12]1[CH2:17][CH2:16][O:15][CH2:14][CH2:13]1)[CH:8]=[C:7]2[C:18]1[N:22]=[C:21]([CH2:23][N:24]2[CH2:29][CH2:28][NH:27][C@H:26]([CH2:30][OH:31])[CH2:25]2)[O:20][N:19]=1.[CH3:32][NH:33][C:34](=[O:37])[CH2:35]Cl.C(N(CC)C(C)C)(C)C.[I-].[Na+]. (6) Reactant: [F:1][C:2]1[CH:3]=[C:4]([S:20]([NH2:23])(=[O:22])=[O:21])[CH:5]=[CH:6][C:7]=1[O:8][C@H:9]1[CH2:13][CH2:12][CH2:11][C@@H:10]1[C:14]1[N:18]([CH3:19])[N:17]=[CH:16][CH:15]=1.Br[C:25]1[S:26][CH:27]=[CH:28][N:29]=1.CN[C@@H]1CCCC[C@H]1NC.C(=O)([O-])[O-].[Cs+].[Cs+]. Product: [F:1][C:2]1[CH:3]=[C:4]([S:20]([NH:23][C:25]2[S:26][CH:27]=[CH:28][N:29]=2)(=[O:21])=[O:22])[CH:5]=[CH:6][C:7]=1[O:8][C@H:9]1[CH2:13][CH2:12][CH2:11][C@@H:10]1[C:14]1[N:18]([CH3:19])[N:17]=[CH:16][CH:15]=1. The catalyst class is: 870.